From a dataset of Reaction yield outcomes from USPTO patents with 853,638 reactions. Predict the reaction yield, written as a fraction of the theoretical maximum amount of product (1.0 means a 100% yield; for example, 0.34 means a 34% yield). (1) The reactants are [CH2:1]([O:8][C:9]([N:11]1[CH2:16][CH2:15][N:14]([C:17]2[CH:22]=[CH:21][C:20]([N:23]3[CH2:27][CH:26]([CH2:28]OS(C4C=CC(C)=CC=4)(=O)=O)[O:25][C:24]3=[O:40])=[CH:19][C:18]=2[F:41])[CH2:13][CH2:12]1)=[O:10])[C:2]1[CH:7]=[CH:6][CH:5]=[CH:4][CH:3]=1.[N-:42]=[N+:43]=[N-:44].[Na+]. The catalyst is CN(C=O)C.CCOC(C)=O. The product is [N:42]([CH2:28][C@@H:26]1[O:25][C:24](=[O:40])[N:23]([C:20]2[CH:21]=[CH:22][C:17]([N:14]3[CH2:15][CH2:16][N:11]([C:9]([O:8][CH2:1][C:2]4[CH:7]=[CH:6][CH:5]=[CH:4][CH:3]=4)=[O:10])[CH2:12][CH2:13]3)=[C:18]([F:41])[CH:19]=2)[CH2:27]1)=[N+:43]=[N-:44]. The yield is 0.880. (2) The reactants are [Cl:1][CH2:2][CH2:3][CH2:4][O:5][C:6]1[C:7]([O:19][CH3:20])=[CH:8][C:9]([C:17]#[N:18])=[C:10]([N:12]=[CH:13][N:14](C)C)[CH:11]=1.N[C:22]1[NH:26][N:25]=[C:24]([CH2:27][C:28]([O:30][CH3:31])=[O:29])[CH:23]=1. The product is [Cl:1][CH2:2][CH2:3][CH2:4][O:5][C:6]1[CH:11]=[C:10]2[C:9]([C:17]([NH:18][C:22]3[NH:26][N:25]=[C:24]([CH2:27][C:28]([O:30][CH3:31])=[O:29])[CH:23]=3)=[N:14][CH:13]=[N:12]2)=[CH:8][C:7]=1[O:19][CH3:20]. The yield is 0.690. The catalyst is C(O)(=O)C.